Dataset: Forward reaction prediction with 1.9M reactions from USPTO patents (1976-2016). Task: Predict the product of the given reaction. (1) Given the reactants C([O-])([O-])=O.[K+].[K+].C([O:10][C@H:11]([C:40]([CH3:43])([CH3:42])[CH3:41])[C:12]([N:14]1[CH2:19][CH2:18][S:17][CH2:16][C@H:15]1[C:20](=[O:39])[NH:21][CH2:22][C:23]1[CH:28]=[C:27]([Cl:29])[CH:26]=[CH:25][C:24]=1[CH2:30][NH:31]C(OC(C)(C)C)=O)=[O:13])(=O)C.[F:44][C:45]([F:50])([F:49])[C:46]([OH:48])=[O:47], predict the reaction product. The product is: [F:44][C:45]([F:50])([F:49])[C:46]([OH:48])=[O:47].[NH2:31][CH2:30][C:24]1[CH:25]=[CH:26][C:27]([Cl:29])=[CH:28][C:23]=1[CH2:22][NH:21][C:20]([C@@H:15]1[CH2:16][S:17][CH2:18][CH2:19][N:14]1[C:12](=[O:13])[C@H:11]([OH:10])[C:40]([CH3:43])([CH3:42])[CH3:41])=[O:39]. (2) Given the reactants [N+:1]([C:4]1[CH:9]=[CH:8][CH:7]=[CH:6][C:5]=1[N:10]1[CH:14]=[CH:13][CH:12]=[C:11]1[CH:15]=[CH:16][CH:17]1OCC[O:18]1)([O-:3])=[O:2].Cl, predict the reaction product. The product is: [N+:1]([C:4]1[CH:9]=[CH:8][CH:7]=[CH:6][C:5]=1[N:10]1[CH:14]=[CH:13][CH:12]=[C:11]1[CH:15]=[CH:16][CH:17]=[O:18])([O-:3])=[O:2].